Task: Binary Classification. Given a T-cell receptor sequence (or CDR3 region) and an epitope sequence, predict whether binding occurs between them.. Dataset: TCR-epitope binding with 47,182 pairs between 192 epitopes and 23,139 TCRs The epitope is RPPIFIRRL. The TCR CDR3 sequence is CASTAGASGTDTQYF. Result: 0 (the TCR does not bind to the epitope).